This data is from Forward reaction prediction with 1.9M reactions from USPTO patents (1976-2016). The task is: Predict the product of the given reaction. (1) Given the reactants [NH:1]1[C:9]2[C:4](=[CH:5][CH:6]=[CH:7][CH:8]=2)[C:3](/[CH:10]=[CH:11]/[C:12]2[CH:17]=[CH:16][C:15]([N:18]3[CH2:23][CH2:22][N:21]([CH2:24][CH2:25][OH:26])[CH2:20][CH2:19]3)=[CH:14][C:13]=2[N+:27]([O-])=O)=[N:2]1.[Sn].Cl.[OH-].[Na+], predict the reaction product. The product is: [NH2:27][C:13]1[CH:14]=[C:15]([N:18]2[CH2:19][CH2:20][N:21]([CH2:24][CH2:25][OH:26])[CH2:22][CH2:23]2)[CH:16]=[CH:17][C:12]=1/[CH:11]=[CH:10]/[C:3]1[C:4]2[C:9](=[CH:8][CH:7]=[CH:6][CH:5]=2)[NH:1][N:2]=1. (2) Given the reactants [CH:1]([N:14]1[CH:19]=[C:18](I)[C:17](=[O:21])[NH:16][C:15]1=[O:22])([C:8]1[CH:13]=[CH:12][CH:11]=[CH:10][CH:9]=1)[C:2]1[CH:7]=[CH:6][CH:5]=[CH:4][CH:3]=1.[CH:23]1[C:32]2[C:27](=[CH:28][CH:29]=[CH:30][CH:31]=2)[CH:26]=[CH:25][C:24]=1B(O)O, predict the reaction product. The product is: [CH:1]([N:14]1[CH:19]=[C:18]([C:25]2[CH:24]=[CH:23][C:32]3[C:27](=[CH:28][CH:29]=[CH:30][CH:31]=3)[CH:26]=2)[C:17](=[O:21])[NH:16][C:15]1=[O:22])([C:8]1[CH:13]=[CH:12][CH:11]=[CH:10][CH:9]=1)[C:2]1[CH:7]=[CH:6][CH:5]=[CH:4][CH:3]=1. (3) Given the reactants [CH3:1][C@H:2]1[O:7][C@@H:6]([CH3:8])[CH2:5][N:4]([CH2:9][C@@H:10]([OH:29])[CH2:11][O:12][C:13]2[CH:14]=[CH:15][C:16]3[C:17]4[N:18]([CH2:26][CH2:27][N:28]=4)[C:19]([NH2:25])=[N:20][C:21]=3[C:22]=2[O:23][CH3:24])[CH2:3]1.[C:30](O)(=[O:37])[C:31]1[CH:36]=[CH:35][CH:34]=[N:33][CH:32]=1.C1CN([P+](ON2N=NC3C=CC=CC2=3)(N2CCCC2)N2CCCC2)CC1.F[P-](F)(F)(F)(F)F.C(N(CC)C(C)C)(C)C, predict the reaction product. The product is: [CH3:1][C@H:2]1[O:7][C@@H:6]([CH3:8])[CH2:5][N:4]([CH2:9][C@@H:10]([OH:29])[CH2:11][O:12][C:13]2[CH:14]=[CH:15][C:16]3[C:17]4[N:18]([CH2:26][CH2:27][N:28]=4)[C:19]([NH:25][C:30]([C:31]4[CH:32]=[N:33][CH:34]=[CH:35][CH:36]=4)=[O:37])=[N:20][C:21]=3[C:22]=2[O:23][CH3:24])[CH2:3]1.